Binary Classification. Given a miRNA mature sequence and a target amino acid sequence, predict their likelihood of interaction. From a dataset of Experimentally validated miRNA-target interactions with 360,000+ pairs, plus equal number of negative samples. (1) The miRNA is hsa-miR-4766-5p with sequence UCUGAAAGAGCAGUUGGUGUU. The protein sequence of the target gene is MNLAEICDNAKKGREYALLGNYDSSMVYYQGVMQQIQRHCQSVRDPAIKGKWQQVRQELLEEYEQVKSIVSTLESFKIDKPPDFPVSCQDEPFRDPAVWPPPVPAEHRAPPQIRRPNREVRPLRKEMAGVGARGPVGRAHPISKSEKPSTSRDKDYRARGRDDKGRKNMQDGASDGEMPKFDGAGYDKDLVEALERDIVSRNPSIHWDDIADLEEAKKLLREAVVLPMWMPDFFKGIRRPWKGVLMVGPPGTGKTMLAKAVATECGTTFFNVSSSTLTSKYRGESEKLVRLLFEMARFYA.... Result: 1 (interaction). (2) The miRNA is hsa-miR-628-5p with sequence AUGCUGACAUAUUUACUAGAGG. The protein sequence of the target gene is MAVTLDKDAYYRRVKRLYSNWRKGEDEYANVDAIVVSVGVDEEIVYAKSTALQTWLFGYELTDTIMVFCDDKIIFMASKKKVEFLKQIANTKGNENANGAPAITLLIREKNESNKSSFDKMIEAIKESKNGKKIGVFSKDKFPGEFMKSWNDCLNKEGFDKIDISAVVAYTIAVKEDGELNLMKKAASITSEVFNKFFKERVMEIVDADEKVRHSKLAESVEKAIEEKKYLAGADPSTVEMCYPPIIQSGGNYNLKFSVVSDKNHMHFGAITCAMGIRFKSYCSNLVRTLMVDPSQEVQE.... Result: 0 (no interaction). (3) Result: 0 (no interaction). The miRNA is mmu-miR-8118 with sequence GACAAACAUGACUAUGCUGACA. The protein sequence of the target gene is MGKDYYQTLGLARGASDDEIKRAYRRQALRYHPDKNKEPGAEEKFKEIAEAYDVLSDPRKREIFDRYGEEGLKGGSPSGGSSGGANGTSFSYTFHGDPHAMFAEFFGGRNPFDTFFGQRNGEEGMDIDDTFSSFPMGMGGFTNMNFGRSRPSQEPTRKKQDPPVTHDLRVSLEEIYSGCTKKMKISHKRLNPDGKSIRNEDKILTIEVKRGWKEGTKITFPKEGDQTSNNIPADIVFVLKDKPHNIFKRDGSDVIYPARISLREALCGCTVNVPTLDGRTIPVVFKDVIRPGMRRKVPGE.... (4) The miRNA is hsa-miR-146a-5p with sequence UGAGAACUGAAUUCCAUGGGUU. The protein sequence of the target gene is MMPLLHLAGTLIMALFLSCLRPGSLNPCIEVLPNITYQCMDQNLSKIPHDIPYSTKNLDLSFNPLKILRSYSFTNFSQLQWLDLSRCEIETIEDKAWHGLNQLSTLVLTGNPIKSFSPGSFSGLTNLENLVAVETKMTSLEGFHIGQLISLKKLNVAHNLIHSFKLPEYFSNLTNLEHVDLSYNYIQTISVKDLQFLRENPQVNLSLDLSLNPIDSIQAQAFQGIRLHELTLRSNFNSSNVLKMCLQNMTGLHVHRLILGEFKNERNLESFDRSVMEGLCNVSIDEFRLTYINHFSDDIY.... Result: 0 (no interaction). (5) The miRNA is hsa-miR-302a-3p with sequence UAAGUGCUUCCAUGUUUUGGUGA. The protein sequence of the target gene is MALAGCPDSFLHHPYYQDKVEQTPRSQQDPAGPGLPAQSDRLANHQEDDVDLEALVNDMNASLESLYSACSMQSDTVPLLQNGQHARSQPRASGPPRSIQPQVSPRQRVQRSQPVHILAVRRLQEEDQQFRTSSLPAIPNPFPELCGPGSPPVLTPGSLPPSQAAAKQDVKVFSEDGTSKVVEILADMTARDLCQLLVYKSHCVDDNSWTLVEHHPHLGLERCLEDHELVVQVESTMASESKFLFRKNYAKYEFFKNPMNFFPEQMVTWCQQSNGSQTQLLQNFLNSSSCPEIQGFLHVK.... Result: 1 (interaction). (6) The miRNA is hsa-miR-215-3p with sequence UCUGUCAUUUCUUUAGGCCAAUA. The protein sequence of the target gene is MSPEVTCPRRGHLPRFHPRTWVEPVVASSQVAASLYDAGLLLVVKASYGTGGSSNHSASPSPRGALEDQQQRAISNFYIIYNLVVGLSPLLSAYGLGWLSDRYHRKISICMSLLGFLLSRLGLLLKVLLDWPVEVLYGAAALNGLFGGFSAFWSGVMALGSLGSSEGRRSVRLILIDLMLGLAGFCGSMASGHLFKQMAGHSGQGLILTACSVSCASFALLYSLLVLKVPESVAKPSQELPAVDTVSGTVGTYRTLDPDQLDQQYAVGHPPSPGKAKPHKTTIALLFVGAIIYDLAVVGT.... Result: 0 (no interaction). (7) Result: 1 (interaction). The protein sequence of the target gene is MKSPDEVLREGELEKRSDSLFQLWKKKRGVLTSDRLSLFPASPRARPKELRFHSILKVDCVERTGKYVYFTIVTTDHKEIDFRCAGESCWNAAIALALIDFQNRRALQDFRSRQERTAPAAPAEDAVAAAAAAPSEPSEPSRPSPQPKPRTP. The miRNA is hsa-miR-3135b with sequence GGCUGGAGCGAGUGCAGUGGUG. (8) The miRNA is hsa-miR-148a-5p with sequence AAAGUUCUGAGACACUCCGACU. The protein sequence of the target gene is MAAAPSELLPLPPPATPGSYRLLSRCRPYAPGTDGRRSGGTMRGEKNYYCRGAAGDHGSCPATPSPLASTLLLPAEAVSTSWSGPGSGLSGGDEEETRLLQLLRTAPDPSEAFQALQAALPRRGGRLGFPRRKEALYRALGRVLVEGGSEEKRLCLQLLSDVLRGQGEAGQLEEAFSLALLPQLVVSLREDNPALRKDALQILHICLRRSSGQVLRTLIQGLESPDARLRASTALLLPILFTPEDLLQGLDLTEVIISLARKLGDQEMEEESETAFSSLQQIGERLGQERFHSYISRLPS.... Result: 0 (no interaction). (9) The miRNA is mmu-miR-1306-3p with sequence ACGUUGGCUCUGGUGGUGAUG. The protein sequence of the target gene is MEGKWLLCLLLVLGTAAIQAHDGHDDDMIDIEDDLDDVIEEVEDSKSKSDTSTPPSPKVTYKAPVPTGEVYFADSFDRGSLSGWILSKAKKDDTDDEIAKYDGKWEVDEMKETKLPGDKGLVLMSRAKHHAISAKLNKPFLFDTKPLIVQYEVNFQNGIECGGAYVKLLSKTSELNLDQFHDKTPYTIMFGPDKCGEDYKLHFIFRHKNPKTGVYEEKHAKRPDADLKTYFTDKKTHLYTLILNPDNSFEILVDQSVVNSGNLLNDMTPPVNPSREIEDPEDRKPEDWDERPKIADPDAV.... Result: 0 (no interaction).